From a dataset of Rat liver microsome stability data. Regression/Classification. Given a drug SMILES string, predict its absorption, distribution, metabolism, or excretion properties. Task type varies by dataset: regression for continuous measurements (e.g., permeability, clearance, half-life) or binary classification for categorical outcomes (e.g., BBB penetration, CYP inhibition). Dataset: rlm. (1) The drug is CC(C)[C@H](NS(=O)(=O)c1ccc2c(c1)oc1ccc(N3CCOC3=O)cc12)C(=O)O. The result is 0 (unstable in rat liver microsomes). (2) The molecule is Cc1ccc(NC(=O)c2nn(C)c(-c3ccc(F)cc3)c2C)nc1. The result is 0 (unstable in rat liver microsomes). (3) The result is 1 (stable in rat liver microsomes). The drug is CN1CCN(C(c2ccccc2)c2ccc(Cl)cc2)CC1.